Dataset: Forward reaction prediction with 1.9M reactions from USPTO patents (1976-2016). Task: Predict the product of the given reaction. (1) Given the reactants Br[CH2:2][C:3]1[CH:8]=[C:7]([C:9]([F:12])([F:11])[F:10])[CH:6]=[CH:5][C:4]=1[C:13]1[CH:18]=[C:17]([CH:19]([CH3:21])[CH3:20])[C:16]([F:22])=[CH:15][C:14]=1[O:23][CH3:24].[F:25][C:26]([F:46])([F:45])[C:27]1[CH:28]=[C:29]([C@H:37]2[O:42][C:41](=[O:43])[NH:40][C@@H:39]([CH3:44])[CH2:38]2)[CH:30]=[C:31]([C:33]([F:36])([F:35])[F:34])[CH:32]=1.CC(C)([O-])C.[K+], predict the reaction product. The product is: [F:46][C:26]([F:25])([F:45])[C:27]1[CH:28]=[C:29]([C@H:37]2[O:42][C:41](=[O:43])[N:40]([CH2:2][C:3]3[CH:8]=[C:7]([C:9]([F:12])([F:11])[F:10])[CH:6]=[CH:5][C:4]=3[C:13]3[CH:18]=[C:17]([CH:19]([CH3:21])[CH3:20])[C:16]([F:22])=[CH:15][C:14]=3[O:23][CH3:24])[C@@H:39]([CH3:44])[CH2:38]2)[CH:30]=[C:31]([C:33]([F:34])([F:35])[F:36])[CH:32]=1. (2) Given the reactants Cl[C:2]1[N:10]=[C:9]2[C:5]([N:6]=[C:7]([CH2:17][N:18]3[CH2:21][CH:20]([N:22]4[CH2:27][CH2:26][NH:25][C:24](=[O:28])[CH2:23]4)[CH2:19]3)[N:8]2[CH:11]2[CH2:16][CH2:15][CH2:14][CH2:13][O:12]2)=[C:4]([N:29]2[CH2:34][CH2:33][O:32][CH2:31][CH2:30]2)[N:3]=1.[CH2:35]([C:37]1[NH:38][C:39]2[CH:45]=[CH:44][CH:43]=[CH:42][C:40]=2[N:41]=1)[CH3:36].CC(C1C=C(C(C)C)C(C2C=CC=CC=2P(C2CCCCC2)C2CCCCC2)=C(C(C)C)C=1)C.C([O-])([O-])=O.[Cs+].[Cs+], predict the reaction product. The product is: [CH2:35]([C:37]1[N:38]([C:2]2[N:10]=[C:9]3[C:5]([N:6]=[C:7]([CH2:17][N:18]4[CH2:19][CH:20]([N:22]5[CH2:27][CH2:26][NH:25][C:24](=[O:28])[CH2:23]5)[CH2:21]4)[N:8]3[CH:11]3[CH2:16][CH2:15][CH2:14][CH2:13][O:12]3)=[C:4]([N:29]3[CH2:30][CH2:31][O:32][CH2:33][CH2:34]3)[N:3]=2)[C:39]2[CH:45]=[CH:44][CH:43]=[CH:42][C:40]=2[N:41]=1)[CH3:36]. (3) Given the reactants C(O)(C(F)(F)F)=O.[Br:8][CH2:9][CH2:10][CH2:11][O:12][C:13]1[CH:57]=[CH:56][C:16]([CH2:17][NH:18][C:19]2[N:24]=[C:23]([O:25][CH2:26][C:27]([F:30])([F:29])[F:28])[N:22]=[C:21]([NH:31][C:32]3[CH:55]=[CH:54][C:35]([C:36]([N:38]4[CH2:53][CH2:52][C:40]5([CH2:44][N:43](C(OC(C)(C)C)=O)[CH2:42][CH2:41]5)[CH2:39]4)=[O:37])=[CH:34][CH:33]=3)[N:20]=2)=[CH:15][CH:14]=1, predict the reaction product. The product is: [Br:8][CH2:9][CH2:10][CH2:11][O:12][C:13]1[CH:14]=[CH:15][C:16]([CH2:17][NH:18][C:19]2[N:24]=[C:23]([O:25][CH2:26][C:27]([F:29])([F:28])[F:30])[N:22]=[C:21]([NH:31][C:32]3[CH:33]=[CH:34][C:35]([C:36]([N:38]4[CH2:53][CH2:52][C:40]5([CH2:41][CH2:42][NH:43][CH2:44]5)[CH2:39]4)=[O:37])=[CH:54][CH:55]=3)[N:20]=2)=[CH:56][CH:57]=1. (4) The product is: [N+:23]([C:19]1[CH:18]=[C:17]([C:14]2[CH:15]=[C:16]3[C:11]([CH:10]=[CH:9][N:8]3[C:4]3[N:5]=[CH:6][N:7]=[C:2]([NH2:26])[CH:3]=3)=[CH:12][CH:13]=2)[CH:22]=[CH:21][CH:20]=1)([O-:25])=[O:24]. Given the reactants Cl[C:2]1[N:7]=[CH:6][N:5]=[C:4]([N:8]2[C:16]3[C:11](=[CH:12][CH:13]=[C:14]([C:17]4[CH:22]=[CH:21][CH:20]=[C:19]([N+:23]([O-:25])=[O:24])[CH:18]=4)[CH:15]=3)[CH:10]=[CH:9]2)[CH:3]=1.[NH3:26].C(O)(C)C.O, predict the reaction product. (5) Given the reactants [CH2:1]([NH:8][C:9]([C:11]1[C:12]([O:19][CH2:20][C:21]2[CH:26]=[CH:25][C:24]([O:27][CH3:28])=[C:23]([Cl:29])[CH:22]=2)=[N:13][C:14]([S:17][CH3:18])=[N:15][CH:16]=1)=[O:10])[C:2]1[CH:7]=[CH:6][CH:5]=[CH:4][CH:3]=1.C1C=C(Cl)C=C(C(OO)=[O:38])C=1, predict the reaction product. The product is: [CH2:1]([NH:8][C:9]([C:11]1[C:12]([O:19][CH2:20][C:21]2[CH:26]=[CH:25][C:24]([O:27][CH3:28])=[C:23]([Cl:29])[CH:22]=2)=[N:13][C:14]([S:17]([CH3:18])=[O:38])=[N:15][CH:16]=1)=[O:10])[C:2]1[CH:7]=[CH:6][CH:5]=[CH:4][CH:3]=1. (6) Given the reactants C(O[CH:4]([O:8][CH2:9][CH3:10])[O:5]CC)C.C(OC(=O)C)(=O)C.[F:18][C:19]([F:32])([C:28]([F:31])([F:30])[F:29])[C:20](=[O:27])[CH2:21][C:22]([O:24][CH2:25][CH3:26])=O, predict the reaction product. The product is: [CH2:9]([O:8][C:4](=[O:5])[C:21](=[CH:22][O:24][CH2:25][CH3:26])[C:20](=[O:27])[C:19]([F:18])([F:32])[C:28]([F:29])([F:30])[F:31])[CH3:10].